Dataset: Full USPTO retrosynthesis dataset with 1.9M reactions from patents (1976-2016). Task: Predict the reactants needed to synthesize the given product. Given the product [Cl:26][S:14]([C:12]1[S:13][C:9]([C:4]2[CH:5]=[CH:6][CH:7]=[CH:8][C:3]=2[O:2][CH3:1])=[CH:10][CH:11]=1)(=[O:16])=[O:15], predict the reactants needed to synthesize it. The reactants are: [CH3:1][O:2][C:3]1[CH:8]=[CH:7][CH:6]=[CH:5][C:4]=1[C:9]1[S:13][C:12]([S:14](N2C=CC=C2)(=[O:16])=[O:15])=[CH:11][CH:10]=1.[Na].S(Cl)([Cl:26])(=O)=O.